This data is from Forward reaction prediction with 1.9M reactions from USPTO patents (1976-2016). The task is: Predict the product of the given reaction. (1) Given the reactants [OH:1][C@H:2]1[C@H:7]([CH3:8])[CH2:6][CH2:5][C@@H:4]([NH:9][C:10]2[C:15]([C:16]#[N:17])=[CH:14][N:13]=[C:12](S(C)(=O)=O)[N:11]=2)[CH2:3]1.[CH:22]1([NH2:25])[CH2:24][CH2:23]1, predict the reaction product. The product is: [CH:22]1([NH:25][C:12]2[N:11]=[C:10]([NH:9][C@@H:4]3[CH2:5][CH2:6][C@@H:7]([CH3:8])[C@H:2]([OH:1])[CH2:3]3)[C:15]([C:16]#[N:17])=[CH:14][N:13]=2)[CH2:24][CH2:23]1. (2) Given the reactants CN(C(ON1N=NC2C=CC=CC1=2)=[N+](C)C)C.[B-](F)(F)(F)F.[Cl:23][C:24]1[CH:32]=[CH:31][C:30]([CH2:33][NH:34][C:35]([C:37]([CH3:40])([CH3:39])[CH3:38])=[O:36])=[CH:29][C:25]=1[C:26]([OH:28])=O.[Br:41][C:42]1[CH:47]=[CH:46][C:45]([NH:48][C:49](=[O:58])[C:50]2[CH:55]=[C:54]([NH2:56])[CH:53]=[CH:52][C:51]=2[Cl:57])=[CH:44][CH:43]=1, predict the reaction product. The product is: [Cl:57][C:51]1[CH:52]=[CH:53][C:54]([NH:56][C:26](=[O:28])[C:25]2[CH:29]=[C:30]([CH2:33][NH:34][C:35]([C:37]([CH3:40])([CH3:39])[CH3:38])=[O:36])[CH:31]=[CH:32][C:24]=2[Cl:23])=[CH:55][C:50]=1[C:49]([NH:48][C:45]1[CH:46]=[CH:47][C:42]([Br:41])=[CH:43][CH:44]=1)=[O:58]. (3) Given the reactants Br[C:2]1[CH:28]=[CH:27][C:5]([CH2:6][S:7][C:8]2[C:18]3[CH2:17][CH2:16][N:15]([C:19]([O:21][C:22]([CH3:25])([CH3:24])[CH3:23])=[O:20])[CH2:14][CH2:13][C:12]=3[CH:11]=[CH:10][C:9]=2[Cl:26])=[CH:4][C:3]=1[F:29].[Br-].[CH3:31][CH:32]([CH3:36])[CH2:33][CH2:34][Zn+].C1COCC1, predict the reaction product. The product is: [C:22]([O:21][C:19]([N:15]1[CH2:16][CH2:17][C:18]2[C:8]([S:7][CH2:6][C:5]3[CH:27]=[CH:28][C:2]([CH2:34][CH2:33][CH:32]([CH3:36])[CH3:31])=[C:3]([F:29])[CH:4]=3)=[C:9]([Cl:26])[CH:10]=[CH:11][C:12]=2[CH2:13][CH2:14]1)=[O:20])([CH3:25])([CH3:24])[CH3:23]. (4) The product is: [CH3:29][O:28][C:27]([NH:26][C@@H:17]1[CH:16]2[C:15](=[O:31])[CH2:14][C@H:13]([C:11]3[NH:12][C:8]([C:5]4[CH:4]=[CH:3][C:2]([C:40]5[CH:41]=[CH:42][C:43]([C:46]6[NH:47][C:48]([C@@H:51]7[CH2:55][CH2:54][CH2:53][N:52]7[C:56]([O:58][C:59]([CH3:62])([CH3:61])[CH3:60])=[O:57])=[N:49][N:50]=6)=[CH:44][CH:45]=5)=[CH:7][CH:6]=4)=[CH:9][N:10]=3)[CH2:25][N:23]3[C:24]2=[C:20]([CH:21]=[CH:22]3)[CH2:19][CH2:18]1)=[O:30]. Given the reactants Br[C:2]1[CH:7]=[CH:6][C:5]([C:8]2[NH:12][C:11]([C@@H:13]3[CH2:25][N:23]4[C:24]5[CH:16]([C@@H:17]([NH:26][C:27](=[O:30])[O:28][CH3:29])[CH2:18][CH2:19][C:20]=5[CH:21]=[CH:22]4)[C:15](=[O:31])[CH2:14]3)=[N:10][CH:9]=2)=[CH:4][CH:3]=1.CC1(C)C(C)(C)OB([C:40]2[CH:45]=[CH:44][C:43]([C:46]3[NH:47][C:48]([C@@H:51]4[CH2:55][CH2:54][CH2:53][N:52]4[C:56]([O:58][C:59]([CH3:62])([CH3:61])[CH3:60])=[O:57])=[N:49][N:50]=3)=[CH:42][CH:41]=2)O1.C(=O)([O-])[O-].[Na+].[Na+].CN(C=O)C, predict the reaction product.